This data is from Catalyst prediction with 721,799 reactions and 888 catalyst types from USPTO. The task is: Predict which catalyst facilitates the given reaction. (1) Reactant: [Cl:1][C:2]1[N:10]=[C:9]2[C:5]([NH:6][CH:7]=[N:8]2)=[C:4](Cl)[N:3]=1.[NH2:12][C:13]1[CH:14]=[C:15]([CH:21]=[CH:22][CH:23]=1)[C:16]([O:18][CH2:19][CH3:20])=[O:17]. Product: [Cl:1][C:2]1[N:10]=[C:9]2[C:5]([N:6]=[CH:7][NH:8]2)=[C:4]([NH:12][C:13]2[CH:14]=[C:15]([CH:21]=[CH:22][CH:23]=2)[C:16]([O:18][CH2:19][CH3:20])=[O:17])[N:3]=1. The catalyst class is: 51. (2) Reactant: C([O:9][C@H:10]1[C@@H:14]([O:15]C(=O)C2C=CC=CC=2)[C@H:13]([N:24]2[CH:32]=[N:31][C:30]3[C:25]2=[N:26][C:27]([C:48]#[N:49])=[N:28][C:29]=3[NH:33][CH2:34][CH:35]([C:42]2[CH:47]=[CH:46][CH:45]=[CH:44][CH:43]=2)[C:36]2[CH:41]=[CH:40][CH:39]=[CH:38][CH:37]=2)[O:12][C@@H:11]1[C:50]([NH:52][CH2:53][CH3:54])=[O:51])(=O)C1C=CC=CC=1.N. Product: [NH2:49][CH2:48][C:27]1[N:26]=[C:25]2[C:30]([N:31]=[CH:32][N:24]2[C@@H:13]2[O:12][C@H:11]([C:50]([NH:52][CH2:53][CH3:54])=[O:51])[C@@H:10]([OH:9])[C@H:14]2[OH:15])=[C:29]([NH:33][CH2:34][CH:35]([C:36]2[CH:41]=[CH:40][CH:39]=[CH:38][CH:37]=2)[C:42]2[CH:43]=[CH:44][CH:45]=[CH:46][CH:47]=2)[N:28]=1. The catalyst class is: 63. (3) Reactant: [F:1][C:2]([F:13])([F:12])[C@H:3]1[NH:8][CH2:7][C@@H:6]([C:9]([OH:11])=[O:10])[CH2:5][CH2:4]1.[Li+].C[Si]([N-][Si](C)(C)C)(C)C.[Cl:24][C:25]1[CH:30]=[C:29](Cl)[N:28]=[C:27]([S:32][CH3:33])[N:26]=1. Product: [Cl:24][C:25]1[N:26]=[C:27]([S:32][CH3:33])[N:28]=[C:29]([N:8]2[C@H:3]([C:2]([F:12])([F:1])[F:13])[CH2:4][CH2:5][C@H:6]([C:9]([OH:11])=[O:10])[CH2:7]2)[CH:30]=1. The catalyst class is: 1. (4) Product: [CH3:1][S:2]([C:5]1[CH:12]=[CH:11][C:8]([CH2:9][NH:10][CH2:14][CH:15]([OH:13])[CH2:16][CH3:17])=[CH:7][CH:6]=1)(=[O:3])=[O:4]. Reactant: [CH3:1][S:2]([C:5]1[CH:12]=[CH:11][C:8]([CH2:9][NH2:10])=[CH:7][CH:6]=1)(=[O:4])=[O:3].[O:13]1[CH:15]([CH2:16][CH3:17])[CH2:14]1. The catalyst class is: 41.